Dataset: P-glycoprotein inhibition data for predicting drug efflux from Broccatelli et al.. Task: Regression/Classification. Given a drug SMILES string, predict its absorption, distribution, metabolism, or excretion properties. Task type varies by dataset: regression for continuous measurements (e.g., permeability, clearance, half-life) or binary classification for categorical outcomes (e.g., BBB penetration, CYP inhibition). Dataset: pgp_broccatelli. (1) The compound is Cc1c(C(=O)c2ccccc2)c(=O)n(-c2ccccc2)n1C[C@@H](O)CNC(C)(C)C. The result is 0 (non-inhibitor). (2) The molecule is O=c1c2ccccc2n(CCCN2CCN(CCO)CC2)c2ccccc12. The result is 1 (inhibitor). (3) The molecule is CCCCCOc1cc2oc(-c3ccccc3)cc(=O)c2c(O)c1OCCCCC. The result is 1 (inhibitor). (4) The drug is CN1C(=O)OC(C)(C)C1=O. The result is 0 (non-inhibitor). (5) The compound is O=C(C(c1ccccc1)c1ccccc1)N1CCN(C[C@@H](O)COc2cccc3ncccc23)CC1. The result is 1 (inhibitor). (6) The molecule is CCC(=O)c1cnc(C(=O)Nc2ccccc2C(=O)Nc2ccc(CCN3CCc4cc(OC)c(OC)cc4C3)cc2)cn1. The result is 1 (inhibitor). (7) The molecule is COc1ccc(OC)c([C@@H](O)[C@H](C)N)c1. The result is 0 (non-inhibitor). (8) The drug is Cc1ccccc1N1CCN(C[C@H](O)Cn2c(C)c(C(=O)c3ccccc3)c(=O)n2-c2ccccc2)CC1. The result is 1 (inhibitor). (9) The compound is C[C@]12C[C@H](O)[C@]3(F)[C@H](CCC4=CC(=O)CC[C@]43C)[C@H]1CC[C@@]2(O)C(=O)CO. The result is 0 (non-inhibitor). (10) The molecule is COc1cc(NS(=O)(=O)c2ccc(N)cc2)nc(OC)n1. The result is 0 (non-inhibitor).